Dataset: Forward reaction prediction with 1.9M reactions from USPTO patents (1976-2016). Task: Predict the product of the given reaction. (1) Given the reactants C([OH:14])(C1C=CC=CC=1)C1C=CC=CC=1.[C:15]1(=[O:30])[CH2:29][CH2:28][CH2:27][CH2:26][CH2:25][CH2:24][CH2:23][CH2:22][CH2:21][CH2:20][CH2:19][CH2:18][CH2:17][CH2:16]1.ON1C(=O)C2=CC=CC=C2C1=O.N(C(C)(C)C#N)=NC(C)(C)C#N.O=O.FC(F)(F)C(O)C(F)(F)F.C1(C)C=CC(S(O)(=O)=O)=CC=1, predict the reaction product. The product is: [CH2:23]1[CH2:24][CH2:25][CH2:26][CH2:27][CH2:28][CH2:29][C:15](=[O:14])[O:30][CH2:16][CH2:17][CH2:18][CH2:19][CH2:20][CH2:21][CH2:22]1.[C:15]1(=[O:30])[CH2:29][CH2:28][CH2:27][CH2:26][CH2:25][CH2:24][CH2:23][CH2:22][CH2:21][CH2:20][CH2:19][CH2:18][CH2:17][CH2:16]1. (2) Given the reactants [C:12]([O:11][C:9](O[C:9]([O:11][C:12]([CH3:15])([CH3:14])[CH3:13])=[O:10])=[O:10])([CH3:15])([CH3:14])[CH3:13].[NH2:16][C:17]1[C:18]([C:27]([OH:29])=[O:28])=[CH:19][C:20]2[C:25]([CH:26]=1)=[CH:24][CH:23]=[CH:22][CH:21]=2, predict the reaction product. The product is: [C:12]([O:11][C:9]([NH:16][C:17]1[C:18]([C:27]([OH:29])=[O:28])=[CH:19][C:20]2[C:25]([CH:26]=1)=[CH:24][CH:23]=[CH:22][CH:21]=2)=[O:10])([CH3:13])([CH3:14])[CH3:15]. (3) The product is: [Br:1][C:2]1[CH:7]=[CH:6][C:5]([C@@H:8]2[C:17]3[C:12](=[CH:13][CH:14]=[CH:15][CH:16]=3)[CH2:11][C@H:10]([CH3:18])[N:9]2[C:20]([NH:19][C:22]2[CH:29]=[CH:28][C:25]([C:26]#[N:27])=[CH:24][CH:23]=2)=[O:21])=[CH:4][CH:3]=1. Given the reactants [Br:1][C:2]1[CH:7]=[CH:6][C:5]([C@@H:8]2[C:17]3[C:12](=[CH:13][CH:14]=[CH:15][CH:16]=3)[CH2:11][C@H:10]([CH3:18])[NH:9]2)=[CH:4][CH:3]=1.[N:19]([C:22]1[CH:29]=[CH:28][C:25]([C:26]#[N:27])=[CH:24][CH:23]=1)=[C:20]=[O:21], predict the reaction product.